Dataset: Catalyst prediction with 721,799 reactions and 888 catalyst types from USPTO. Task: Predict which catalyst facilitates the given reaction. Reactant: [CH3:1][S:2](Cl)(=[O:4])=[O:3].[N:6]1([CH2:12][C@@H:13]2[CH2:16][C@H:15]([OH:17])[CH2:14]2)[CH2:11][CH2:10][O:9][CH2:8][CH2:7]1.C(N(CC)CC)C.O. Product: [CH3:1][S:2]([O:17][C@H:15]1[CH2:16][C@@H:13]([CH2:12][N:6]2[CH2:11][CH2:10][O:9][CH2:8][CH2:7]2)[CH2:14]1)(=[O:4])=[O:3]. The catalyst class is: 2.